The task is: Predict the reactants needed to synthesize the given product.. This data is from Full USPTO retrosynthesis dataset with 1.9M reactions from patents (1976-2016). (1) The reactants are: [Br:1]Br.[CH3:3][C:4]1([CH3:16])[C:8](=[O:9])[C:7]2[C:10]([CH3:15])=[CH:11][C:12]([CH3:14])=[CH:13][C:6]=2[O:5]1.C([O-])(=O)C.[Na+].S([O-])([O-])=O.[Na+].[Na+]. Given the product [Br:1][C:11]1[C:12]([CH3:14])=[CH:13][C:6]2[O:5][C:4]([CH3:16])([CH3:3])[C:8](=[O:9])[C:7]=2[C:10]=1[CH3:15], predict the reactants needed to synthesize it. (2) Given the product [C:17](=[O:33])([O:18][CH2:19][CH3:20])[O:21][CH2:22][CH2:23][O:24][C:25]1[CH:30]=[CH:29][CH:28]=[C:27]([CH2:31][N:1]2[CH2:5][CH2:4][C@@H:3]([NH:6][C:7]3[CH:16]=[CH:15][CH:14]=[C:13]4[C:8]=3[CH:9]=[CH:10][N:11]=[CH:12]4)[CH2:2]2)[CH:26]=1, predict the reactants needed to synthesize it. The reactants are: [NH:1]1[CH2:5][CH2:4][C@@H:3]([NH:6][C:7]2[C:8]3[CH:9]=[CH:10][N:11]=[CH:12][C:13]=3[CH:14]=[CH:15][CH:16]=2)[CH2:2]1.[C:17](=[O:33])([O:21][CH2:22][CH2:23][O:24][C:25]1[CH:30]=[CH:29][CH:28]=[C:27]([CH:31]=O)[CH:26]=1)[O:18][CH2:19][CH3:20].C(O[BH-](OC(=O)C)OC(=O)C)(=O)C.[Na+]. (3) Given the product [CH2:1]([O:3][C:4](=[O:33])[CH:5]([C:7]1[C:12]([F:13])=[CH:11][CH:10]=[C:9]([O:14][Si:15]([C:28]([CH3:29])([CH3:31])[CH3:30])([C:16]2[CH:21]=[CH:20][CH:19]=[CH:18][CH:17]=2)[C:22]2[CH:27]=[CH:26][CH:25]=[CH:24][CH:23]=2)[C:8]=1[F:32])[O:6][CH2:35][CH3:36])[CH3:2], predict the reactants needed to synthesize it. The reactants are: [CH2:1]([O:3][C:4](=[O:33])[CH:5]([C:7]1[C:12]([F:13])=[CH:11][CH:10]=[C:9]([O:14][Si:15]([C:28]([CH3:31])([CH3:30])[CH3:29])([C:22]2[CH:27]=[CH:26][CH:25]=[CH:24][CH:23]=2)[C:16]2[CH:21]=[CH:20][CH:19]=[CH:18][CH:17]=2)[C:8]=1[F:32])[OH:6])[CH3:2].I[CH2:35][CH3:36]. (4) Given the product [S:20]1[C:24]2[CH:25]=[CH:26][CH:27]=[CH:28][C:23]=2[N:22]=[C:21]1[CH2:29][N:1]1[CH:2]([C:10]2[C:15]([O:16][CH3:17])=[CH:14][CH:13]=[CH:12][C:11]=2[O:18][CH3:19])[CH2:3][CH2:4][CH2:5][C:6]1=[O:8], predict the reactants needed to synthesize it. The reactants are: [NH2:1][CH:2]([C:10]1[C:15]([O:16][CH3:17])=[CH:14][CH:13]=[CH:12][C:11]=1[O:18][CH3:19])[CH2:3][CH2:4][CH2:5][C:6]([O:8]C)=O.[S:20]1[C:24]2[CH:25]=[CH:26][CH:27]=[CH:28][C:23]=2[N:22]=[C:21]1[CH:29]=O. (5) Given the product [CH3:21][O:20][C:13]1[CH:14]=[C:15]([O:18][CH3:19])[CH:16]=[CH:17][C:12]=1[CH2:11][N:9]1[CH2:10][C:6]2[C:5]([F:23])=[C:4]([NH:24][C@H:25]([CH2:29][CH:30]([CH3:32])[CH3:31])[C:26]([OH:28])=[O:27])[N:3]=[C:2]([C:37]3[CH:36]=[N:35][N:34]([CH3:33])[CH:38]=3)[C:7]=2[C:8]1=[O:22], predict the reactants needed to synthesize it. The reactants are: Cl[C:2]1[C:7]2[C:8](=[O:22])[N:9]([CH2:11][C:12]3[CH:17]=[CH:16][C:15]([O:18][CH3:19])=[CH:14][C:13]=3[O:20][CH3:21])[CH2:10][C:6]=2[C:5]([F:23])=[C:4]([NH:24][C@H:25]([CH2:29][CH:30]([CH3:32])[CH3:31])[C:26]([OH:28])=[O:27])[N:3]=1.[CH3:33][N:34]1[CH:38]=[C:37](B2OC(C)(C)C(C)(C)O2)[CH:36]=[N:35]1. (6) Given the product [CH3:18][C:16]1[C:15]([CH:19]=[O:20])=[CH:14][CH:13]=[C:12]([O:10][C:7]2[CH:8]=[CH:9][C:4]([N+:1]([O-:3])=[O:2])=[CH:5][CH:6]=2)[N:17]=1, predict the reactants needed to synthesize it. The reactants are: [N+:1]([C:4]1[CH:9]=[CH:8][C:7]([OH:10])=[CH:6][CH:5]=1)([O-:3])=[O:2].Br[C:12]1[N:17]=[C:16]([CH3:18])[C:15]([CH:19]=[O:20])=[CH:14][CH:13]=1.C([O-])([O-])=O.[K+].[K+]. (7) Given the product [Cl:16][C:17]1[CH:18]=[C:19]([C:24]2[CH:36]=[CH:35][C:27]([C:28]([NH:30][S:31]([CH3:34])(=[O:33])=[O:32])=[O:29])=[CH:26][C:25]=2[O:37][CH3:38])[CH:20]=[N:21][C:22]=1[O:8][C:4]1[CH:5]=[CH:6][CH:7]=[C:2]([Cl:1])[C:3]=1[CH3:9], predict the reactants needed to synthesize it. The reactants are: [Cl:1][C:2]1[C:3]([CH3:9])=[C:4]([OH:8])[CH:5]=[CH:6][CH:7]=1.C(=O)([O-])[O-].[Cs+].[Cs+].[Cl:16][C:17]1[CH:18]=[C:19]([C:24]2[CH:36]=[CH:35][C:27]([C:28]([NH:30][S:31]([CH3:34])(=[O:33])=[O:32])=[O:29])=[CH:26][C:25]=2[O:37][CH3:38])[CH:20]=[N:21][C:22]=1F.